This data is from Reaction yield outcomes from USPTO patents with 853,638 reactions. The task is: Predict the reaction yield, written as a fraction of the theoretical maximum amount of product (1.0 means a 100% yield; for example, 0.34 means a 34% yield). (1) The reactants are [CH3:1][O:2][C:3]1[CH:8]=[CH:7][C:6]([SH:9])=[CH:5][CH:4]=1.C(=O)([O-])[O-].[K+].[K+].Cl[C:17]1[C:18]([C:24]([O:26][C:27]([CH3:30])([CH3:29])[CH3:28])=[O:25])=[N:19][C:20]([Cl:23])=[CH:21][CH:22]=1.C(Cl)(Cl)Cl. The catalyst is CN(C)C=O. The product is [Cl:23][C:20]1[N:19]=[C:18]([C:24]([O:26][C:27]([CH3:30])([CH3:29])[CH3:28])=[O:25])[C:17]([S:9][C:6]2[CH:7]=[CH:8][C:3]([O:2][CH3:1])=[CH:4][CH:5]=2)=[CH:22][CH:21]=1. The yield is 0.310. (2) The reactants are [NH:1](C(OCC1C2C(=CC=CC=2)C2C1=CC=CC=2)=O)[CH2:2][CH2:3][C:4](O)=[O:5].C(Cl)(=O)C(Cl)=O.[CH:30]1([CH2:33][NH2:34])[CH2:32][CH2:31]1.C(N(CC)CC)C.Cl. The catalyst is ClCCl.CN(C)C=O. The product is [CH:30]1([CH2:33][NH:34][C:4](=[O:5])[CH2:3][CH2:2][NH2:1])[CH2:32][CH2:31]1. The yield is 0.570. (3) The yield is 0.730. The reactants are [CH2:1]([O:8][C:9]([N:11]1[CH2:16][CH:15]=[C:14](OS(C(F)(F)F)(=O)=O)[CH2:13][CH2:12]1)=[O:10])[C:2]1[CH:7]=[CH:6][CH:5]=[CH:4][CH:3]=1.C(OC(N1CCC(=O)CC1)=O)C1C=CC=CC=1.Cl[C:43]1[C:52]2[C:47](=[CH:48][CH:49]=[CH:50][CH:51]=2)[N:46]=[CH:45][N:44]=1.[Cl-].[Li+]. The catalyst is C1C=CC([P]([Pd]([P](C2C=CC=CC=2)(C2C=CC=CC=2)C2C=CC=CC=2)([P](C2C=CC=CC=2)(C2C=CC=CC=2)C2C=CC=CC=2)[P](C2C=CC=CC=2)(C2C=CC=CC=2)C2C=CC=CC=2)(C2C=CC=CC=2)C2C=CC=CC=2)=CC=1.O1CCOCC1. The product is [CH2:1]([O:8][C:9]([N:11]1[CH2:16][CH:15]=[C:14]([C:43]2[C:52]3[C:47](=[CH:48][CH:49]=[CH:50][CH:51]=3)[N:46]=[CH:45][N:44]=2)[CH2:13][CH2:12]1)=[O:10])[C:2]1[CH:7]=[CH:6][CH:5]=[CH:4][CH:3]=1.